Dataset: Catalyst prediction with 721,799 reactions and 888 catalyst types from USPTO. Task: Predict which catalyst facilitates the given reaction. (1) Reactant: S([O-])([O-])=O.[Na+:5].[Na+].[F:7][C:8]([F:23])([F:22])[C:9]([F:21])([F:20])[C:10]([F:19])([F:18])[C:11]([F:17])([F:16])[S:12](F)(=[O:14])=[O:13].C(=O)([O-])[O-].[Na+].[Na+]. Product: [F:23][C:8]([F:7])([F:22])[C:9]([F:20])([F:21])[C:10]([F:18])([F:19])[C:11]([F:17])([F:16])[S:12]([O-:14])=[O:13].[Na+:5]. The catalyst class is: 6. (2) Reactant: C([N:8]1[C:12]2[N:13]=[C:14]([NH:27][C:28]3[CH:35]=[CH:34][C:31]([C:32]#[N:33])=[CH:30][CH:29]=3)[N:15]=[C:16]([O:17][C:18]3[C:23]([CH3:24])=[CH:22][C:21]([CH3:25])=[CH:20][C:19]=3[CH3:26])[C:11]=2[CH:10]=[CH:9]1)C1C=CC=CC=1.[Cl-].[Al+3].[Cl-].[Cl-]. Product: [CH3:26][C:19]1[CH:20]=[C:21]([CH3:25])[CH:22]=[C:23]([CH3:24])[C:18]=1[O:17][C:16]1[C:11]2[CH:10]=[CH:9][NH:8][C:12]=2[N:13]=[C:14]([NH:27][C:28]2[CH:35]=[CH:34][C:31]([C:32]#[N:33])=[CH:30][CH:29]=2)[N:15]=1. The catalyst class is: 262. (3) Reactant: [CH:1]1[C:10]2[C:5](=[CH:6][CH:7]=[CH:8][CH:9]=2)[CH:4]=[CH:3][C:2]=1[C:11]1[C:19]2[C:14](=[N:15][CH:16]=[N:17][C:18]=2[NH2:20])[NH:13][N:12]=1.C([O-])([O-])=O.[K+].[K+].[CH2:27](Br)[C:28]#[CH:29].O. Product: [CH:1]1[C:10]2[C:5](=[CH:6][CH:7]=[CH:8][CH:9]=2)[CH:4]=[CH:3][C:2]=1[C:11]1[C:19]2[C:14](=[N:15][CH:16]=[N:17][C:18]=2[NH2:20])[N:13]([CH2:29][C:28]#[CH:27])[N:12]=1. The catalyst class is: 3. (4) Reactant: [Cl:1][C:2]1[CH:7]=[CH:6][CH:5]=[C:4]([Cl:8])[C:3]=1[CH2:9][S:10]([C:13]1[CH:14]=[C:15]2[C:19](=[CH:20][CH:21]=1)[NH:18][C:17](=[O:22])/[C:16]/2=[CH:23]\[C:24]1[NH:28][C:27]([CH3:29])=[C:26]([CH2:30][C:31](O)=[O:32])[C:25]=1[CH3:34])(=[O:12])=[O:11].C(N(CC)CC)C.CN([P+](ON1N=NC2C=CC=CC1=2)(N(C)C)N(C)C)C.F[P-](F)(F)(F)(F)F.[F:69][CH:70]1[CH2:75][CH2:74][N:73]([CH2:76][CH2:77][NH2:78])[CH2:72][CH2:71]1. Product: [Cl:8][C:4]1[CH:5]=[CH:6][CH:7]=[C:2]([Cl:1])[C:3]=1[CH2:9][S:10]([C:13]1[CH:14]=[C:15]2[C:19](=[CH:20][CH:21]=1)[NH:18][C:17](=[O:22])/[C:16]/2=[CH:23]\[C:24]1[NH:28][C:27]([CH3:29])=[C:26]([CH2:30][C:31]([NH:78][CH2:77][CH2:76][N:73]2[CH2:74][CH2:75][CH:70]([F:69])[CH2:71][CH2:72]2)=[O:32])[C:25]=1[CH3:34])(=[O:12])=[O:11]. The catalyst class is: 3. (5) Reactant: Cl[S:2]([C:5]1[CH:6]=[CH:7][C:8]([F:14])=[C:9]([CH:13]=1)[C:10]([OH:12])=[O:11])(=[O:4])=[O:3].CCN(CC)CC.[CH3:22][C@@H:23]([NH2:26])[CH2:24][CH3:25]. Product: [C@H:23]([NH:26][S:2]([C:5]1[CH:6]=[CH:7][C:8]([F:14])=[C:9]([CH:13]=1)[C:10]([OH:12])=[O:11])(=[O:4])=[O:3])([CH2:24][CH3:25])[CH3:22]. The catalyst class is: 2. (6) Reactant: [CH3:1][O:2][C:3]1[CH:9]=[CH:8][C:6]([NH2:7])=[C:5]([N+:10]([O-:12])=[O:11])[CH:4]=1.[H-].[Na+].[C:15](O[C:15]([O:17][C:18]([CH3:21])([CH3:20])[CH3:19])=[O:16])([O:17][C:18]([CH3:21])([CH3:20])[CH3:19])=[O:16].Cl. Product: [C:18]([O:17][C:15](=[O:16])[NH:7][C:6]1[CH:8]=[CH:9][C:3]([O:2][CH3:1])=[CH:4][C:5]=1[N+:10]([O-:12])=[O:11])([CH3:21])([CH3:20])[CH3:19]. The catalyst class is: 1. (7) Reactant: [NH2:1][C:2]1[C:3]([O:9][CH2:10][C:11]([N:13]2[CH2:18][CH2:17][N:16]([CH2:19][C:20]3[CH:25]=[CH:24][C:23]([F:26])=[CH:22][CH:21]=3)[CH2:15][C@H:14]2[CH3:27])=[O:12])=[N:4][CH:5]=[C:6]([Cl:8])[CH:7]=1.CN1CCOCC1.[C:35]1(=[O:41])[O:40][C:38](=[O:39])[CH2:37][CH2:36]1. Product: [Cl:8][C:6]1[CH:7]=[C:2]([NH:1][C:35](=[O:41])[CH2:36][CH2:37][C:38]([OH:40])=[O:39])[C:3]([O:9][CH2:10][C:11]([N:13]2[CH2:18][CH2:17][N:16]([CH2:19][C:20]3[CH:25]=[CH:24][C:23]([F:26])=[CH:22][CH:21]=3)[CH2:15][C@H:14]2[CH3:27])=[O:12])=[N:4][CH:5]=1. The catalyst class is: 4. (8) Reactant: [F:1][C:2]([F:25])([F:24])[C:3]1[CH:8]=[CH:7][C:6]([CH:9]2[CH2:14][NH:13][CH2:12][CH:11]([NH:15][C:16](=[O:23])[C:17]3[CH:22]=[CH:21][CH:20]=[CH:19][CH:18]=3)[CH2:10]2)=[CH:5][CH:4]=1.C(N(CC)CC)C.[C:33](Cl)(=[O:44])[O:34][C:35]1[CH:40]=[CH:39][C:38]([N+:41]([O-:43])=[O:42])=[CH:37][CH:36]=1.C(=O)(O)[O-].[Na+]. Product: [C:17]1([C:16]([NH:15][CH:11]2[CH2:10][CH:9]([C:6]3[CH:5]=[CH:4][C:3]([C:2]([F:24])([F:1])[F:25])=[CH:8][CH:7]=3)[CH2:14][N:13]([C:33]([O:34][C:35]3[CH:36]=[CH:37][C:38]([N+:41]([O-:43])=[O:42])=[CH:39][CH:40]=3)=[O:44])[CH2:12]2)=[O:23])[CH:18]=[CH:19][CH:20]=[CH:21][CH:22]=1. The catalyst class is: 46.